Dataset: Forward reaction prediction with 1.9M reactions from USPTO patents (1976-2016). Task: Predict the product of the given reaction. The product is: [Br:1][C:2]1[CH:7]=[CH:6][C:5]([Br:8])=[CH:4][C:3]=1[S:9]([NH:12][C@H:13]1[CH2:17][N:16]([C:18]([O:20][C:21]([CH3:22])([CH3:23])[CH3:24])=[O:19])[C@@H:15]([CH2:25][O:26][C:35]([NH:34][C:37]2[CH:38]=[CH:39][C:40]([C:43]([F:44])([F:45])[F:46])=[CH:41][CH:42]=2)=[O:36])[CH2:14]1)(=[O:10])=[O:11]. Given the reactants [Br:1][C:2]1[CH:7]=[CH:6][C:5]([Br:8])=[CH:4][C:3]=1[S:9]([NH:12][C@H:13]1[CH2:17][N:16]([C:18]([O:20][C:21]([CH3:24])([CH3:23])[CH3:22])=[O:19])[C@@H:15]([CH2:25][OH:26])[CH2:14]1)(=[O:11])=[O:10].CCN(CC)CC.[N:34]([C:37]1[CH:42]=[CH:41][C:40]([C:43]([F:46])([F:45])[F:44])=[CH:39][CH:38]=1)=[C:35]=[O:36], predict the reaction product.